Dataset: Reaction yield outcomes from USPTO patents with 853,638 reactions. Task: Predict the reaction yield, written as a fraction of the theoretical maximum amount of product (1.0 means a 100% yield; for example, 0.34 means a 34% yield). (1) The reactants are [F:1][C:2]([F:19])([F:18])[C:3]1[N:4]=[C:5]([C:16]#[N:17])[N:6](COCC[Si](C)(C)C)[CH:7]=1.[F-].C([N+](CCCC)(CCCC)CCCC)CCC.OP([O-])([O-])=O.[K+].[K+].OP([O-])(O)=O.[K+]. The catalyst is CCOC(C)=O. The product is [F:19][C:2]([F:1])([F:18])[C:3]1[N:4]=[C:5]([C:16]#[N:17])[NH:6][CH:7]=1. The yield is 0.410. (2) The reactants are [CH3:1]N(C=O)C.[CH:6]([N:9]1[C:13]([C:14]2[N:15]=[C:16]3[C:22]4[CH:23]=[CH:24][C:25]([C:27]5[N:28]=[C:29]([CH3:32])[NH:30][CH:31]=5)=[CH:26][C:21]=4[O:20][CH2:19][CH2:18][N:17]3[CH:33]=2)=[N:12][CH:11]=[N:10]1)([CH3:8])[CH3:7].IC.O. The catalyst is C1COCC1. The product is [CH3:1][N:30]1[CH:31]=[C:27]([C:25]2[CH:24]=[CH:23][C:22]3[C:16]4[N:17]([CH:33]=[C:14]([C:13]5[N:9]([CH:6]([CH3:8])[CH3:7])[N:10]=[CH:11][N:12]=5)[N:15]=4)[CH2:18][CH2:19][O:20][C:21]=3[CH:26]=2)[N:28]=[C:29]1[CH3:32].[CH3:1][N:28]1[C:27]([C:25]2[CH:24]=[CH:23][C:22]3[C:16]4[N:17]([CH:33]=[C:14]([C:13]5[N:9]([CH:6]([CH3:8])[CH3:7])[N:10]=[CH:11][N:12]=5)[N:15]=4)[CH2:18][CH2:19][O:20][C:21]=3[CH:26]=2)=[CH:31][N:30]=[C:29]1[CH3:32]. The yield is 0.510. (3) The reactants are C(OC([N:8]1[CH2:13][CH2:12][CH:11]([CH2:14][N:15]([C@@H:26]([C:31](=[O:33])[NH2:32])[CH2:27][CH:28]([CH3:30])[CH3:29])[S:16]([C:19]2[CH:24]=[CH:23][C:22]([Cl:25])=[CH:21][CH:20]=2)(=[O:18])=[O:17])[CH2:10][CH2:9]1)=O)(C)(C)C.FC(F)(F)C(O)=O. The catalyst is C(Cl)Cl. The product is [Cl:25][C:22]1[CH:23]=[CH:24][C:19]([S:16]([N:15]([C@H:26]([CH2:27][CH:28]([CH3:30])[CH3:29])[C:31]([NH2:32])=[O:33])[CH2:14][CH:11]2[CH2:10][CH2:9][NH:8][CH2:13][CH2:12]2)(=[O:17])=[O:18])=[CH:20][CH:21]=1. The yield is 0.840. (4) The reactants are Cl[C:2]1[CH:7]=[CH:6][N:5]2[N:8]=[CH:9][C:10]([C:11]([NH:13][C:14]3[N:18]([C:19]4[CH:24]=[CH:23][CH:22]=[C:21]([C:25]([F:28])([F:27])[F:26])[CH:20]=4)[N:17]=[CH:16][CH:15]=3)=[O:12])=[C:4]2[N:3]=1.[NH3:29]. The catalyst is C(O)C. The product is [F:26][C:25]([F:28])([F:27])[C:21]1[CH:20]=[C:19]([N:18]2[C:14]([NH:13][C:11]([C:10]3[CH:9]=[N:8][N:5]4[CH:6]=[CH:7][C:2]([NH2:29])=[N:3][C:4]=34)=[O:12])=[CH:15][CH:16]=[N:17]2)[CH:24]=[CH:23][CH:22]=1. The yield is 0.0400.